From a dataset of Catalyst prediction with 721,799 reactions and 888 catalyst types from USPTO. Predict which catalyst facilitates the given reaction. (1) The catalyst class is: 7. Reactant: [CH3:1][O:2][C:3](=[O:28])[C@H:4]([CH2:13][CH2:14][C@@H:15]([N:25]=[N+:26]=[N-:27])[CH2:16][O:17][Si](C(C)(C)C)(C)C)[NH:5][C:6]([O:8][C:9]([CH3:12])([CH3:11])[CH3:10])=[O:7].[F-].C([N+](CCCC)(CCCC)CCCC)CCC. Product: [CH3:1][O:2][C:3](=[O:28])[C@H:4]([CH2:13][CH2:14][C@@H:15]([N:25]=[N+:26]=[N-:27])[CH2:16][OH:17])[NH:5][C:6]([O:8][C:9]([CH3:12])([CH3:10])[CH3:11])=[O:7]. (2) Reactant: [CH3:1][C:2]1[O:6][C:5]([CH:7]=[CH:8][CH2:9][CH2:10][CH3:11])=[N:4][C:3]=1[CH2:12][CH2:13][OH:14].C(N(CC)CC)C.[CH3:22][S:23](Cl)(=[O:25])=[O:24].C(OCC)(=O)C. Product: [CH3:22][S:23]([O:14][CH2:13][CH2:12][C:3]1[N:4]=[C:5](/[CH:7]=[CH:8]/[CH2:9][CH2:10][CH3:11])[O:6][C:2]=1[CH3:1])(=[O:25])=[O:24]. The catalyst class is: 2. (3) Reactant: [OH:1][C:2]1[C:3]([O:23][CH3:24])=[CH:4][C:5]2[CH2:14][CH:13]([CH3:15])[N:12]3[C:7](=[CH:8][C:9](=[O:21])[C:10]([C:16]([O:18][CH2:19][CH3:20])=[O:17])=[CH:11]3)[C:6]=2[CH:22]=1.C(=O)([O-])[O-].[K+].[K+].I[CH2:32][CH3:33].O. Product: [CH2:32]([O:1][C:2]1[C:3]([O:23][CH3:24])=[CH:4][C:5]2[CH2:14][CH:13]([CH3:15])[N:12]3[C:7](=[CH:8][C:9](=[O:21])[C:10]([C:16]([O:18][CH2:19][CH3:20])=[O:17])=[CH:11]3)[C:6]=2[CH:22]=1)[CH3:33]. The catalyst class is: 3. (4) Reactant: [C:1]([C@H:5]1[CH2:10][CH2:9][C@H:8]([CH:11]([NH:21][C:22]([NH:24][C:25]2[CH:30]=[CH:29][C:28]([O:31][C:32]([F:35])([F:34])[F:33])=[CH:27][CH:26]=2)=[O:23])[C:12]2[CH:20]=[CH:19][C:15]([C:16](O)=[O:17])=[CH:14][CH:13]=2)[CH2:7][CH2:6]1)([CH3:4])([CH3:3])[CH3:2].ON1C2C=CC=CC=2N=N1.CN(C)CCCN=C=NCC.C(N(C(C)C)CC)(C)C.Cl.[CH2:67]([O:69][C:70](=[O:74])[CH2:71][CH2:72][NH2:73])[CH3:68]. Product: [CH2:67]([O:69][C:70](=[O:74])[CH2:71][CH2:72][NH:73][C:16](=[O:17])[C:15]1[CH:19]=[CH:20][C:12]([CH:11]([NH:21][C:22]([NH:24][C:25]2[CH:30]=[CH:29][C:28]([O:31][C:32]([F:34])([F:35])[F:33])=[CH:27][CH:26]=2)=[O:23])[C@H:8]2[CH2:9][CH2:10][C@H:5]([C:1]([CH3:2])([CH3:3])[CH3:4])[CH2:6][CH2:7]2)=[CH:13][CH:14]=1)[CH3:68]. The catalyst class is: 384. (5) Reactant: [NH2:1][CH2:2][CH2:3][CH2:4][CH2:5][CH2:6]O.Cl[C:9]1[CH:14]=[CH:13][C:12]([N+:15]([O-:17])=[O:16])=[CH:11][N:10]=1.[I-].[K+]. Product: [N+:15]([C:12]1[CH:13]=[CH:14][C:9]([NH:1][CH2:2][CH2:3][CH2:4][CH2:5][CH2:6][N:1]2[CH2:6][CH2:5][CH2:4][CH2:3][CH2:2]2)=[N:10][CH:11]=1)([O-:17])=[O:16]. The catalyst class is: 66.